From a dataset of Forward reaction prediction with 1.9M reactions from USPTO patents (1976-2016). Predict the product of the given reaction. Given the reactants [CH2:1]([O:8][C:9]1[N:10]=[N:11][C:12](Cl)=[CH:13][CH:14]=1)[C:2]1[CH:7]=[CH:6][CH:5]=[CH:4][CH:3]=1.[OH:16][C:17]1[CH:22]=[CH:21][C:20]([CH2:23][CH2:24][CH:25]([NH:27][C:28](=[O:30])[CH3:29])[CH3:26])=[CH:19][CH:18]=1, predict the reaction product. The product is: [CH2:1]([O:8][C:9]1[N:10]=[N:11][C:12]([O:16][C:17]2[CH:18]=[CH:19][C:20]([CH2:23][CH2:24][CH:25]([NH:27][C:28](=[O:30])[CH3:29])[CH3:26])=[CH:21][CH:22]=2)=[CH:13][CH:14]=1)[C:2]1[CH:7]=[CH:6][CH:5]=[CH:4][CH:3]=1.